Task: Predict which catalyst facilitates the given reaction.. Dataset: Catalyst prediction with 721,799 reactions and 888 catalyst types from USPTO (1) Reactant: [OH:1][C@H:2]([CH3:6])[C:3]([OH:5])=[O:4].[CH3:7][C:8]([Si:11](Cl)([C:18]1[CH:23]=[CH:22][CH:21]=[CH:20][CH:19]=1)[C:12]1[CH:17]=[CH:16][CH:15]=[CH:14][CH:13]=1)([CH3:10])[CH3:9].N1C=CN=C1. Product: [Si:11]([O:1][C@H:2]([CH3:6])[C:3]([OH:5])=[O:4])([C:8]([CH3:10])([CH3:9])[CH3:7])([C:18]1[CH:19]=[CH:20][CH:21]=[CH:22][CH:23]=1)[C:12]1[CH:17]=[CH:16][CH:15]=[CH:14][CH:13]=1. The catalyst class is: 3. (2) Reactant: [O-]S(S([O-])=O)=O.[Na+].[Na+].[Br:9][C:10]1[C:15]([F:16])=[CH:14][C:13]([OH:17])=[C:12]([N+:18]([O-])=O)[CH:11]=1. Product: [NH2:18][C:12]1[CH:11]=[C:10]([Br:9])[C:15]([F:16])=[CH:14][C:13]=1[OH:17]. The catalyst class is: 97. (3) Product: [F:1][C:2]1[CH:7]=[CH:6][C:5]([F:8])=[CH:4][C:3]=1[C:9]1[CH:14]=[C:13]([NH:15][C:16]2[CH:21]=[CH:20][N:19]=[C:18]3[CH:22]=[N:23][N:24]([C:27]([NH:26][CH2:29][CH3:30])=[O:28])[C:17]=23)[C:12]([CH3:25])=[CH:11][N:10]=1. The catalyst class is: 852. Reactant: [F:1][C:2]1[CH:7]=[CH:6][C:5]([F:8])=[CH:4][C:3]=1[C:9]1[CH:14]=[C:13]([NH:15][C:16]2[CH:21]=[CH:20][N:19]=[C:18]3[CH:22]=[N:23][NH:24][C:17]=23)[C:12]([CH3:25])=[CH:11][N:10]=1.[N:26]([CH2:29][CH3:30])=[C:27]=[O:28]. (4) Reactant: [NH:1]1[C:5]2[CH:6]=[CH:7][CH:8]=[CH:9][C:4]=2[N:3]=[C:2]1[N:10]([CH2:21][C:22]1[CH:30]=[CH:29][C:25]([C:26](O)=[O:27])=[CH:24][CH:23]=1)[CH:11]1[CH2:16][CH2:15][CH:14]([C:17]([CH3:20])([CH3:19])[CH3:18])[CH2:13][CH2:12]1.C[O:32][C:33](=[O:38])[CH:34]([OH:37])[CH2:35][NH2:36].C1C=CC2N(O)N=NC=2C=1.C(Cl)CCl.CCN(C(C)C)C(C)C.[Li+].[OH-].C(O)(C(F)(F)F)=O. Product: [NH:1]1[C:5]2[CH:6]=[CH:7][CH:8]=[CH:9][C:4]=2[N:3]=[C:2]1[N:10]([CH2:21][C:22]1[CH:30]=[CH:29][C:25]([C:26]([NH:36][CH2:35][C@@H:34]([OH:37])[C:33]([OH:32])=[O:38])=[O:27])=[CH:24][CH:23]=1)[CH:11]1[CH2:16][CH2:15][CH:14]([C:17]([CH3:20])([CH3:18])[CH3:19])[CH2:13][CH2:12]1. The catalyst class is: 18.